This data is from Full USPTO retrosynthesis dataset with 1.9M reactions from patents (1976-2016). The task is: Predict the reactants needed to synthesize the given product. (1) Given the product [C:12]([O:11][C:10]([N:9]([O:8][C:6]([O:5][C:1]([CH3:4])([CH3:3])[CH3:2])=[O:7])[C:20]1([C:33]2[CH:38]=[CH:37][CH:36]=[CH:35][CH:34]=2)[C:24](=[O:25])[N:23]([CH3:26])[N:22]=[C:21]1[C:27]1[CH:32]=[CH:31][CH:30]=[CH:29][CH:28]=1)=[O:16])([CH3:15])([CH3:14])[CH3:13], predict the reactants needed to synthesize it. The reactants are: [C:1]([O:5][C:6]([O:8][NH:9][C:10](=[O:16])[O:11][C:12]([CH3:15])([CH3:14])[CH3:13])=[O:7])([CH3:4])([CH3:3])[CH3:2].[H-].[Na+].Br[C:20]1([C:33]2[CH:38]=[CH:37][CH:36]=[CH:35][CH:34]=2)[C:24](=[O:25])[N:23]([CH3:26])[N:22]=[C:21]1[C:27]1[CH:32]=[CH:31][CH:30]=[CH:29][CH:28]=1. (2) The reactants are: [CH:1]1([C:4]([N:6]2[CH2:10][CH2:9][C@@H:8]([CH2:11][N:12]3[C:18](=[O:19])[C:15]4([CH2:17][CH2:16]4)[N:14]=[C:13]3[C:20]3[CH:25]=[CH:24][C:23]([C:26]4[CH:31]=[CH:30][C:29]([OH:32])=[CH:28][CH:27]=4)=[CH:22][CH:21]=3)[CH2:7]2)=[O:5])[CH2:3][CH2:2]1.[F:33][C:34]([F:47])([F:46])[S:35](O[S:35]([C:34]([F:47])([F:46])[F:33])(=[O:37])=[O:36])(=[O:37])=[O:36]. Given the product [F:33][C:34]([F:47])([F:46])[S:35]([O:32][C:29]1[CH:30]=[CH:31][C:26]([C:23]2[CH:22]=[CH:21][C:20]([C:13]3[N:12]([CH2:11][C@@H:8]4[CH2:9][CH2:10][N:6]([C:4]([CH:1]5[CH2:3][CH2:2]5)=[O:5])[CH2:7]4)[C:18](=[O:19])[C:15]4([CH2:16][CH2:17]4)[N:14]=3)=[CH:25][CH:24]=2)=[CH:27][CH:28]=1)(=[O:37])=[O:36], predict the reactants needed to synthesize it. (3) Given the product [CH:9]1[C:10]2[C:15](=[CH:14][CH:13]=[CH:12][CH:11]=2)[CH:16]=[CH:17][C:8]=1/[C:3](=[CH:22]\[CH:23]=[CH:24]/[C:20]([O:19][CH3:18])=[O:21])/[C:4]([O:6][CH3:7])=[O:5], predict the reactants needed to synthesize it. The reactants are: [N+](=[C:3]([C:8]1[CH:17]=[CH:16][C:15]2[C:10](=[CH:11][CH:12]=[CH:13][CH:14]=2)[CH:9]=1)[C:4]([O:6][CH3:7])=[O:5])=[N-].[CH3:18][O:19][C:20]1[O:21][CH:22]=[CH:23][CH:24]=1. (4) Given the product [CH2:30]([CH:33]1[CH2:39][CH2:38][CH:37]([C:40]2[CH:45]=[CH:44][CH:43]=[C:42]([F:46])[C:41]=2[F:47])[CH2:36][N:35]2[C:53]([CH2:52][C:51]([F:57])([F:56])[F:50])=[N:49][N:48]=[C:34]12)[CH:31]=[CH2:32], predict the reactants needed to synthesize it. The reactants are: C(N(CC)CC)C.Cl.CN(C)CCCN=C=NCC.ON1C2N=CC=CC=2N=N1.[CH2:30]([CH:33]1[CH2:39][CH2:38][CH:37]([C:40]2[CH:45]=[CH:44][CH:43]=[C:42]([F:46])[C:41]=2[F:47])[CH2:36][NH:35]/[C:34]/1=[N:48]\[NH2:49])[CH:31]=[CH2:32].[F:50][C:51]([F:57])([F:56])[CH2:52][C:53](O)=O. (5) Given the product [CH3:23][C:22]12[CH2:25][O:24][C:18]([CH2:17][O:16][C:15]3[CH:27]=[CH:28][C:12]([C:11]([F:30])([F:29])[F:10])=[CH:13][CH:14]=3)([O:19][CH2:26]1)[O:20][CH2:21]2, predict the reactants needed to synthesize it. The reactants are: B(F)(F)F.CCOCC.[F:10][C:11]([F:30])([F:29])[C:12]1[CH:28]=[CH:27][C:15]([O:16][CH2:17][C:18]([O:20][CH2:21][C:22]2([CH3:26])[CH2:25][O:24][CH2:23]2)=[O:19])=[CH:14][CH:13]=1. (6) The reactants are: Cl.[OH:2][C:3]1([C:15]2[N:16]=[CH:17][N:18](C(C3C=CC=CC=3)(C3C=CC=CC=3)C3C=CC=CC=3)[CH:19]=2)[CH2:12][CH2:11][CH2:10][C:9]2[CH:8]=[C:7]([C:13]#[N:14])[CH:6]=[CH:5][C:4]1=2. Given the product [OH:2][C:3]1([C:15]2[NH:16][CH:17]=[N:18][CH:19]=2)[CH2:12][CH2:11][CH2:10][C:9]2[CH:8]=[C:7]([C:13]#[N:14])[CH:6]=[CH:5][C:4]1=2, predict the reactants needed to synthesize it. (7) The reactants are: [Cl:1][C:2]1[CH:7]=[C:6]([O:8][CH3:9])[CH:5]=[C:4](C)[C:3]=1[N+:11]([O-])=O.S(S([O-])=O)([O-])=O.[Na+].[Na+].O.[CH3:23]CO. Given the product [Cl:1][C:2]1[CH:7]=[C:6]([O:8][CH3:9])[C:5]([CH3:23])=[CH:4][C:3]=1[NH2:11], predict the reactants needed to synthesize it.